Dataset: NCI-60 drug combinations with 297,098 pairs across 59 cell lines. Task: Regression. Given two drug SMILES strings and cell line genomic features, predict the synergy score measuring deviation from expected non-interaction effect. (1) Drug 1: C1C(C(OC1N2C=NC3=C(N=C(N=C32)Cl)N)CO)O. Drug 2: CS(=O)(=O)OCCCCOS(=O)(=O)C. Cell line: MOLT-4. Synergy scores: CSS=79.9, Synergy_ZIP=-0.359, Synergy_Bliss=-0.586, Synergy_Loewe=-5.40, Synergy_HSA=0.550. (2) Drug 1: C(CN)CNCCSP(=O)(O)O. Drug 2: CCC1(C2=C(COC1=O)C(=O)N3CC4=CC5=C(C=CC(=C5CN(C)C)O)N=C4C3=C2)O.Cl. Cell line: HL-60(TB). Synergy scores: CSS=44.2, Synergy_ZIP=9.61, Synergy_Bliss=13.1, Synergy_Loewe=-61.2, Synergy_HSA=-1.00.